From a dataset of Forward reaction prediction with 1.9M reactions from USPTO patents (1976-2016). Predict the product of the given reaction. (1) Given the reactants [Cl:1][C:2]1[CH:3]=[C:4]([C:9](=O)[CH2:10][C:11](=O)[C:12]([F:15])([F:14])[F:13])[CH:5]=[CH:6][C:7]=1[F:8].[NH2:18][C:19]1[C:23]([C:24]2[CH:29]=[CH:28][N:27]=[C:26]([CH3:30])[CH:25]=2)=[CH:22][NH:21][N:20]=1, predict the reaction product. The product is: [Cl:1][C:2]1[CH:3]=[C:4]([C:9]2[CH:10]=[C:11]([C:12]([F:15])([F:14])[F:13])[N:20]3[N:21]=[CH:22][C:23]([C:24]4[CH:29]=[CH:28][N:27]=[C:26]([CH3:30])[CH:25]=4)=[C:19]3[N:18]=2)[CH:5]=[CH:6][C:7]=1[F:8]. (2) Given the reactants [NH2:1][C:2]1[CH:7]=[C:6]([Cl:8])[CH:5]=[CH:4][C:3]=1[S:9][CH2:10][CH2:11][C:12]([N:14]([CH3:16])[CH3:15])=[O:13].[Cl:17][C:18]1[CH:23]=[CH:22][C:21]([S:24](Cl)(=[O:26])=[O:25])=[C:20]([F:28])[CH:19]=1, predict the reaction product. The product is: [Cl:8][C:6]1[CH:5]=[CH:4][C:3]([S:9][CH2:10][CH2:11][C:12]([N:14]([CH3:15])[CH3:16])=[O:13])=[C:2]([NH:1][S:24]([C:21]2[CH:22]=[CH:23][C:18]([Cl:17])=[CH:19][C:20]=2[F:28])(=[O:26])=[O:25])[CH:7]=1. (3) Given the reactants [Cl:1][C:2]1[CH:24]=[C:23]([NH:25][C:26]2[C:27]3[N:34]([CH2:35][CH2:36][OH:37])[CH:33]=[CH:32][C:28]=3[N:29]=[CH:30][N:31]=2)[CH:22]=[CH:21][C:3]=1[O:4][C:5]1[CH:13]=[CH:12][CH:11]=[C:10]2[C:6]=1[CH2:7][CH2:8][N:9]2C(OC(C)(C)C)=O.Cl.C(=O)([O-])O.[Na+], predict the reaction product. The product is: [Cl:1][C:2]1[CH:24]=[C:23]([NH:25][C:26]2[C:27]3[N:34]([CH2:35][CH2:36][OH:37])[CH:33]=[CH:32][C:28]=3[N:29]=[CH:30][N:31]=2)[CH:22]=[CH:21][C:3]=1[O:4][C:5]1[CH:13]=[CH:12][CH:11]=[C:10]2[C:6]=1[CH2:7][CH2:8][NH:9]2. (4) Given the reactants [CH3:1][O:2][C:3]1[C:8]([C:9]2[CH:14]=[CH:13][C:12]([C:15]([F:18])([F:17])[F:16])=[CH:11][C:10]=2[CH2:19][NH:20][CH2:21][C:22]([O:24]C)=[O:23])=[CH:7][C:6]([CH2:26][C:27]([OH:29])=[O:28])=[CH:5][CH:4]=1.[C:30](Cl)(=[O:32])[CH3:31].C(N(CC)CC)C.[OH-].[Na+].Cl, predict the reaction product. The product is: [C:30]([N:20]([CH2:19][C:10]1[CH:11]=[C:12]([C:15]([F:17])([F:18])[F:16])[CH:13]=[CH:14][C:9]=1[C:8]1[C:3]([O:2][CH3:1])=[CH:4][CH:5]=[C:6]([CH2:26][C:27]([OH:29])=[O:28])[CH:7]=1)[CH2:21][C:22]([OH:24])=[O:23])(=[O:32])[CH3:31]. (5) The product is: [CH3:29][O:28][C:25]([C:26]1[CH:14]=[C:13]([S:15][CH3:19])[C:12]2[C:7](=[CH:8][C:9]([Cl:16])=[CH:10][CH:11]=2)[N:6]=1)=[O:27]. Given the reactants Cl.C(C1[CH:14]=[C:13]([SH:15])[C:12]2[C:7](=[CH:8][C:9]([Cl:16])=[CH:10][CH:11]=2)[N:6]=1)(O)=O.CI.[C:19](=O)([O-])[O-].[Cs+].[Cs+].[C:25]([O:28][CH2:29]C)(=[O:27])[CH3:26], predict the reaction product.